Dataset: Forward reaction prediction with 1.9M reactions from USPTO patents (1976-2016). Task: Predict the product of the given reaction. (1) Given the reactants Cl.C(N=C=NCCCN(C)C)C.[CH3:13][O:14][C:15]1[C:23]2[C:18](=[N:19][CH:20]=[C:21]([NH2:24])[CH:22]=2)[NH:17][N:16]=1.[Cl:25][C:26]1[C:31]([C:32](O)=[O:33])=[C:30]([F:35])[C:29]([OH:36])=[CH:28][CH:27]=1, predict the reaction product. The product is: [Cl:25][C:26]1[C:31]([C:32]([NH:24][C:21]2[CH:22]=[C:23]3[C:15]([O:14][CH3:13])=[N:16][NH:17][C:18]3=[N:19][CH:20]=2)=[O:33])=[C:30]([F:35])[C:29]([OH:36])=[CH:28][CH:27]=1. (2) Given the reactants [F:1][C:2]1[CH:7]=[C:6]([O:8][CH2:9][CH2:10][O:11][CH3:12])[CH:5]=[C:4]([F:13])[CH:3]=1.C([Li])CCC.C(O[B:23]1[O:27][C:26]([CH3:29])([CH3:28])[C:25]([CH3:31])([CH3:30])[O:24]1)(C)C, predict the reaction product. The product is: [F:1][C:2]1[CH:7]=[C:6]([O:8][CH2:9][CH2:10][O:11][CH3:12])[CH:5]=[C:4]([F:13])[C:3]=1[B:23]1[O:27][C:26]([CH3:29])([CH3:28])[C:25]([CH3:31])([CH3:30])[O:24]1. (3) Given the reactants [C:1]([N:8]1[CH2:13][CH2:12][CH:11]([OH:14])[CH2:10][CH2:9]1)([O:3][C:4]([CH3:7])([CH3:6])[CH3:5])=[O:2].OC1CCNCC1.C([O-])(C)(C)C.[K+].F[C:29]1[CH:34]=[CH:33][C:32]([N+:35]([O-:37])=[O:36])=[CH:31][CH:30]=1, predict the reaction product. The product is: [N+:35]([C:32]1[CH:33]=[CH:34][C:29]([O:14][CH:11]2[CH2:12][CH2:13][N:8]([C:1]([O:3][C:4]([CH3:7])([CH3:6])[CH3:5])=[O:2])[CH2:9][CH2:10]2)=[CH:30][CH:31]=1)([O-:37])=[O:36]. (4) The product is: [ClH:25].[S:7]1[CH:11]=[CH:10][C:9]2[C:12]([C:16]3[N:17]4[CH2:24][CH2:23][N:22]=[C:18]4[S:19][C:20]=3[CH3:21])=[CH:13][CH:14]=[CH:15][C:8]1=2. Given the reactants C(=O)([O-])O.[Na+].Br.[S:7]1[CH:11]=[CH:10][C:9]2[C:12]([C:16]3[N:17]4[CH2:24][CH2:23][N:22]=[C:18]4[S:19][C:20]=3[CH3:21])=[CH:13][CH:14]=[CH:15][C:8]1=2.[Cl:25]CCl, predict the reaction product.